Dataset: Full USPTO retrosynthesis dataset with 1.9M reactions from patents (1976-2016). Task: Predict the reactants needed to synthesize the given product. (1) Given the product [NH2:7][C@H:8]([CH2:25][C:26]1[CH:31]=[CH:30][CH:29]=[CH:28][CH:27]=1)[CH2:9][N:10]1[CH2:15][CH2:14][CH:13]([C:16]([C:17]2[CH:18]=[CH:19][C:20]([F:23])=[CH:21][CH:22]=2)=[O:24])[CH2:12][CH2:11]1, predict the reactants needed to synthesize it. The reactants are: C(OC(=O)[NH:7][C@H:8]([CH2:25][C:26]1[CH:31]=[CH:30][CH:29]=[CH:28][CH:27]=1)[CH2:9][N:10]1[CH2:15][CH2:14][CH:13]([C:16](=[O:24])[C:17]2[CH:22]=[CH:21][C:20]([F:23])=[CH:19][CH:18]=2)[CH2:12][CH2:11]1)(C)(C)C.FC(F)(F)C(O)=O. (2) Given the product [ClH:1].[ClH:1].[N:4]1[CH:5]=[CH:6][C:7]([N:10]2[CH2:15][CH2:14][CH2:13][C:12]3([CH2:20][CH2:19][NH:18][CH2:17][CH2:16]3)[CH2:11]2)=[CH:8][CH:9]=1, predict the reactants needed to synthesize it. The reactants are: [ClH:1].CO.[N:4]1[CH:9]=[CH:8][C:7]([N:10]2[CH2:15][CH2:14][CH2:13][C:12]3([CH2:20][CH2:19][N:18](C(OC(C)(C)C)=O)[CH2:17][CH2:16]3)[CH2:11]2)=[CH:6][CH:5]=1. (3) Given the product [N:1]1[CH:6]=[C:5]([NH:7][C:9](=[O:10])[O:11][C:12]2[CH:13]=[CH:14][C:15]([N+:18]([O-:20])=[O:19])=[CH:16][CH:17]=2)[CH:4]=[N:3][CH:2]=1, predict the reactants needed to synthesize it. The reactants are: [N:1]1[CH:6]=[C:5]([NH2:7])[CH:4]=[N:3][CH:2]=1.Cl[C:9]([O:11][C:12]1[CH:17]=[CH:16][C:15]([N+:18]([O-:20])=[O:19])=[CH:14][CH:13]=1)=[O:10]. (4) Given the product [Cl:28][C:21]1[CH:22]=[C:23]([NH2:25])[CH:24]=[C:19]([Cl:18])[C:20]=1[N:29]1[CH2:30][CH2:31][O:32][CH2:33][CH2:34]1, predict the reactants needed to synthesize it. The reactants are: C(N1CCN(C2C=CC(N)=CC=2C)CC1)(=O)C.[Cl:18][C:19]1[CH:24]=[C:23]([N+:25]([O-])=O)[CH:22]=[C:21]([Cl:28])[C:20]=1[N:29]1[CH2:34][CH2:33][O:32][CH2:31][CH2:30]1. (5) Given the product [Br:1][C:2]1[CH:3]=[C:4]2[C:10]([CH2:11][Cl:25])=[CH:9][N:8]([S:13]([C:16]3[CH:22]=[CH:21][C:19]([CH3:20])=[CH:18][CH:17]=3)(=[O:15])=[O:14])[C:5]2=[N:6][CH:7]=1, predict the reactants needed to synthesize it. The reactants are: [Br:1][C:2]1[CH:3]=[C:4]2[C:10]([CH2:11]O)=[CH:9][N:8]([S:13]([C:16]3[CH:22]=[CH:21][C:19]([CH3:20])=[CH:18][CH:17]=3)(=[O:15])=[O:14])[C:5]2=[N:6][CH:7]=1.S(Cl)([Cl:25])=O. (6) Given the product [C:17]([C:19]1[N:23]([CH3:24])[C:22]([C:2]2[CH:7]=[CH:6][C:5]([S:8]([NH:11][CH:12]3[CH2:15][CH2:14][CH2:13]3)(=[O:10])=[O:9])=[C:4]([F:16])[CH:3]=2)=[CH:21][CH:20]=1)#[N:18], predict the reactants needed to synthesize it. The reactants are: Br[C:2]1[CH:7]=[CH:6][C:5]([S:8]([NH:11][CH:12]2[CH2:15][CH2:14][CH2:13]2)(=[O:10])=[O:9])=[C:4]([F:16])[CH:3]=1.[C:17]([C:19]1[N:23]([CH3:24])[C:22](B(O)O)=[CH:21][CH:20]=1)#[N:18].[F-].[K+].C(P(C(C)(C)C)C(C)(C)C)(C)(C)C. (7) Given the product [Cl:13][C:14]1[CH:15]=[CH:16][C:17]([CH2:20][CH2:21][O:22][CH2:23][C:24]2[NH:26][C:8](=[O:10])[C:7]3[CH:6]=[CH:5][C:4]([F:11])=[N:3][C:2]=3[N:25]=2)=[CH:18][CH:19]=1, predict the reactants needed to synthesize it. The reactants are: F[C:2]1[C:7]([C:8]([OH:10])=O)=[CH:6][CH:5]=[C:4]([F:11])[N:3]=1.Cl.[Cl:13][C:14]1[CH:19]=[CH:18][C:17]([CH2:20][CH2:21][O:22][CH2:23][C:24]([NH2:26])=[NH:25])=[CH:16][CH:15]=1.